Task: Predict the product of the given reaction.. Dataset: Forward reaction prediction with 1.9M reactions from USPTO patents (1976-2016) (1) Given the reactants [F:1][C:2]1[CH:21]=[CH:20][C:5]2[C:6]([C:9]3[CH:14]=[CH:13][C:12]([O:15][CH2:16][C@@H:17]4[CH2:19][O:18]4)=[CH:11][CH:10]=3)=[N:7][O:8][C:4]=2[CH:3]=1.[CH2:22]1[C:27]2[C:28]3[C:33]([NH:34][C:26]=2[CH2:25][NH:24][CH2:23]1)=[CH:32][CH:31]=[CH:30][CH:29]=3, predict the reaction product. The product is: [F:1][C:2]1[CH:21]=[CH:20][C:5]2[C:6]([C:9]3[CH:10]=[CH:11][C:12]([O:15][CH2:16][C@@H:17]([OH:18])[CH2:19][N:24]4[CH2:23][CH2:22][C:27]5[C:28]6[C:33](=[CH:32][CH:31]=[CH:30][CH:29]=6)[NH:34][C:26]=5[CH2:25]4)=[CH:13][CH:14]=3)=[N:7][O:8][C:4]=2[CH:3]=1. (2) Given the reactants [C:1]([C:4]1[CH:16]=[C:15]([C:17]2[C:18]([CH3:23])=[N:19][O:20][C:21]=2[CH3:22])[CH:14]=[C:13]2[C:5]=1[C:6]1[CH:7]=[C:8]([C:24]([OH:26])=O)[CH:9]=[CH:10][C:11]=1[NH:12]2)(=[O:3])[NH2:2].CN(C(ON1N=NC2C=CC(=CC1=2)Cl)=[N+](C)C)C.F[P-](F)(F)(F)(F)F.[F:52][CH:53]1[CH2:56][NH:55][CH2:54]1.O, predict the reaction product. The product is: [CH3:23][C:18]1[C:17]([C:15]2[CH:16]=[C:4]([C:1]([NH2:2])=[O:3])[C:5]3[C:6]4[C:11](=[CH:10][CH:9]=[C:8]([C:24]([N:55]5[CH2:56][CH:53]([F:52])[CH2:54]5)=[O:26])[CH:7]=4)[NH:12][C:13]=3[CH:14]=2)=[C:21]([CH3:22])[O:20][N:19]=1. (3) Given the reactants [N+:1]([C:4]1[CH:5]=[N:6][NH:7][CH:8]=1)([O-:3])=[O:2].[H-].[Na+].[CH2:11](Br)[C:12]1[CH:17]=[CH:16][CH:15]=[CH:14][CH:13]=1, predict the reaction product. The product is: [CH2:11]([N:6]1[CH:5]=[C:4]([N+:1]([O-:3])=[O:2])[CH:8]=[N:7]1)[C:12]1[CH:17]=[CH:16][CH:15]=[CH:14][CH:13]=1. (4) Given the reactants [NH2:1][C:2]1[N:6]([CH:7]2[CH2:12][CH2:11][CH2:10][CH2:9][CH2:8]2)[C:5]2[CH:13]=[CH:14][C:15]([C:17](OCC)=[O:18])=[CH:16][C:4]=2[N:3]=1.[AlH4-].[Li+], predict the reaction product. The product is: [NH2:1][C:2]1[N:6]([CH:7]2[CH2:8][CH2:9][CH2:10][CH2:11][CH2:12]2)[C:5]2[CH:13]=[CH:14][C:15]([CH2:17][OH:18])=[CH:16][C:4]=2[N:3]=1. (5) Given the reactants [Cl:1][C:2]1[CH:3]=[C:4]([C:13]2[C:22]3[C:17](=[CH:18][C:19]4[C:25]([NH2:26])=[N:24][O:23][C:20]=4[CH:21]=3)[CH:16]=[CH:15][N:14]=2)[CH:5]=[N:6][C:7]=1[O:8][CH2:9][CH:10]([CH3:12])[CH3:11].[CH:27]1([S:30](Cl)(=[O:32])=[O:31])[CH2:29][CH2:28]1, predict the reaction product. The product is: [Cl:1][C:2]1[CH:3]=[C:4]([C:13]2[C:22]3[C:17](=[CH:18][C:19]4[C:25]([NH:26][S:30]([CH:27]5[CH2:29][CH2:28]5)(=[O:32])=[O:31])=[N:24][O:23][C:20]=4[CH:21]=3)[CH:16]=[CH:15][N:14]=2)[CH:5]=[N:6][C:7]=1[O:8][CH2:9][CH:10]([CH3:12])[CH3:11].